This data is from Forward reaction prediction with 1.9M reactions from USPTO patents (1976-2016). The task is: Predict the product of the given reaction. (1) Given the reactants [Br:1][C:2]1[CH:3]=[C:4]([C:8]2[N:9]=[C:10]([NH:13]C(=O)C)[NH:11][CH:12]=2)[CH:5]=[CH:6][CH:7]=1.Cl, predict the reaction product. The product is: [Br:1][C:2]1[CH:3]=[C:4]([C:8]2[N:9]=[C:10]([NH2:13])[NH:11][CH:12]=2)[CH:5]=[CH:6][CH:7]=1. (2) Given the reactants [CH2:1]([O:3][C:4]1[CH:9]=[CH:8][C:7]([S:10](Cl)(=[O:12])=[O:11])=[CH:6][C:5]=1[C:14]1[NH:19][C:18](=[O:20])[C:17]2=[C:21]([CH3:27])[N:22]=[C:23]([CH2:24][CH2:25][CH3:26])[N:16]2[N:15]=1)[CH3:2].[CH3:28][N:29]1[CH2:34][CH2:33][NH:32][CH2:31][CH2:30]1, predict the reaction product. The product is: [CH2:1]([O:3][C:4]1[CH:9]=[CH:8][C:7]([S:10]([N:32]2[CH2:33][CH2:34][N:29]([CH3:28])[CH2:30][CH2:31]2)(=[O:12])=[O:11])=[CH:6][C:5]=1[C:14]1[NH:19][C:18](=[O:20])[C:17]2=[C:21]([CH3:27])[N:22]=[C:23]([CH2:24][CH2:25][CH3:26])[N:16]2[N:15]=1)[CH3:2]. (3) Given the reactants C([O:3][C:4]([C:6]1[CH:7]=[C:8]([CH:19]=[CH:20][CH:21]=1)[O:9][C:10]1[CH:15]=[CH:14][C:13]([N+:16]([O-:18])=[O:17])=[CH:12][CH:11]=1)=[O:5])C.O[Li].O, predict the reaction product. The product is: [C:4]([C:6]1[CH:7]=[C:8]([CH:19]=[CH:20][CH:21]=1)[O:9][C:10]1[CH:11]=[CH:12][C:13]([N+:16]([O-:18])=[O:17])=[CH:14][CH:15]=1)([OH:5])=[O:3]. (4) Given the reactants [Br:1][CH2:2][CH2:3][CH2:4][CH2:5][CH2:6][C:7]1[CH:12]=[CH:11][C:10]([C:13]2[CH:18]=[CH:17][CH:16]=[CH:15][CH:14]=2)=[CH:9][CH:8]=1.[CH:19]1[C:28]2[C:23](=[CH:24][CH:25]=[CH:26][CH:27]=2)[CH:22]=[CH:21][N:20]=1, predict the reaction product. The product is: [Br-:1].[C:10]1([C:13]2[CH:18]=[CH:17][CH:16]=[CH:15][CH:14]=2)[CH:11]=[CH:12][C:7]([CH2:6][CH2:5][CH2:4][CH2:3][CH2:2][N+:20]2[CH:21]=[CH:22][C:23]3[C:28](=[CH:27][CH:26]=[CH:25][CH:24]=3)[CH:19]=2)=[CH:8][CH:9]=1. (5) Given the reactants ClC1C=[CH:6][C:5]([CH:8]2[CH2:13][C:12](=O)[CH2:11][CH2:10][N:9]2[C:15]([O:17][CH2:18][C:19]2[CH:24]=[CH:23][CH:22]=[CH:21][CH:20]=2)=[O:16])=[CH:4]C=1.FC1C=CC([Mg]Br)=CC=1.O.[NH2:35]N.[NH:37]1[CH2:42]CC(=O)CC1, predict the reaction product. The product is: [CH:5]([CH:8]1[N:9]([C:15]([O:17][CH2:18][C:19]2[CH:20]=[CH:21][CH:22]=[CH:23][CH:24]=2)=[O:16])[CH2:10][C:11]2[CH:42]=[N:37][NH:35][C:12]=2[CH2:13]1)([CH3:4])[CH3:6]. (6) Given the reactants CO[C:3](=O)[C:4]1[CH:9]=[CH:8][C:7]([C:10]#[C:11][C:12]2[CH:13]=[C:14]([CH:26]3[CH2:28][CH2:27]3)[C:15]3[O:22][C:19]4([CH2:21][CH2:20]4)[CH2:18][C:17]([CH3:24])([CH3:23])[C:16]=3[CH:25]=2)=[CH:6][C:5]=1[F:29].[CH3:31][OH:32].[OH-:33].[Na+].O, predict the reaction product. The product is: [CH:26]1([C:14]2[C:15]3[O:22][C:19]4([CH2:21][CH2:20]4)[CH2:18][C:17]([CH3:24])([CH3:23])[C:16]=3[CH:25]=[C:12]([C:11]#[C:10][C:7]3[CH:8]=[CH:9][C:4]([CH2:3][C:31]([OH:33])=[O:32])=[C:5]([F:29])[CH:6]=3)[CH:13]=2)[CH2:28][CH2:27]1. (7) Given the reactants [N:1]([C:4]1[CH:9]=[CH:8][C:7]([C:10]([F:13])([F:12])[F:11])=[CH:6][C:5]=1[Cl:14])=[N+:2]=[N-:3].[Cl:15][C:16]1[CH:17]=[CH:18][C:19]([O:25][CH3:26])=[C:20]([CH2:22][C:23]#[N:24])[CH:21]=1.C[O-].[Na+], predict the reaction product. The product is: [Cl:15][C:16]1[CH:17]=[CH:18][C:19]([O:25][CH3:26])=[C:20]([C:22]2[N:3]=[N:2][N:1]([C:4]3[CH:9]=[CH:8][C:7]([C:10]([F:12])([F:13])[F:11])=[CH:6][C:5]=3[Cl:14])[C:23]=2[NH2:24])[CH:21]=1.